This data is from Reaction yield outcomes from USPTO patents with 853,638 reactions. The task is: Predict the reaction yield, written as a fraction of the theoretical maximum amount of product (1.0 means a 100% yield; for example, 0.34 means a 34% yield). (1) The reactants are [CH2:1]([O:3][CH:4]=[CH:5][C:6]1[CH:11]=[CH:10][C:9]([C:12]([F:15])([F:14])[F:13])=[CH:8][CH:7]=1)[CH3:2].C1C(=O)N([Br:23])C(=O)C1.[CH3:24][CH2:25][OH:26]. No catalyst specified. The product is [Br:23][CH:5]([C:6]1[CH:11]=[CH:10][C:9]([C:12]([F:13])([F:14])[F:15])=[CH:8][CH:7]=1)[CH:4]([O:26][CH2:25][CH3:24])[O:3][CH2:1][CH3:2]. The yield is 0.882. (2) The reactants are [Cl:1][C:2]1[CH:3]=[C:4]([NH:8][C:9]2[N:14]=[CH:13][N:12]=[C:11]([C:15]3[CH:20]=[CH:19][N:18]=[C:17]([C:21]#[N:22])[CH:16]=3)[N:10]=2)[CH:5]=[CH:6][CH:7]=1.Cl.[NH2:24][OH:25].C(=O)([O-])[O-].[K+].[K+]. The catalyst is C(O)C. The product is [Cl:1][C:2]1[CH:3]=[C:4]([NH:8][C:9]2[N:14]=[CH:13][N:12]=[C:11]([C:15]3[CH:20]=[CH:19][N:18]=[C:17]([C:21](=[N:24][OH:25])[NH2:22])[CH:16]=3)[N:10]=2)[CH:5]=[CH:6][CH:7]=1. The yield is 0.940. (3) The yield is 0.150. The catalyst is O.CO. The reactants are S([O-])(O[O-])(=O)=[O:2].[K+].[K+].[C:9]([C:12]1[CH:35]=[CH:34][C:15]([O:16][CH2:17][C:18]2[CH:19]=[C:20]([S:24][C:25]3[CH:26]=[N:27][CH:28]=[C:29]([CH:33]=3)[C:30]([OH:32])=[O:31])[CH:21]=[CH:22][CH:23]=2)=[C:14]([CH3:36])[C:13]=1[OH:37])(=[O:11])[CH3:10].Cl. The product is [C:9]([C:12]1[CH:35]=[CH:34][C:15]([O:16][CH2:17][C:18]2[CH:19]=[C:20]([S:24]([C:25]3[CH:26]=[N:27][CH:28]=[C:29]([CH:33]=3)[C:30]([OH:32])=[O:31])=[O:2])[CH:21]=[CH:22][CH:23]=2)=[C:14]([CH3:36])[C:13]=1[OH:37])(=[O:11])[CH3:10]. (4) The reactants are [CH2:1]([N:6]=[C:7]=[O:8])[CH2:2][CH2:3][CH2:4][CH3:5].[NH2:9][C:10]1[CH:11]=[CH:12][C:13]([N:16]2[CH2:21][CH2:20][N:19]([C:22]([C:24]3[CH:29]=[CH:28][CH:27]=[CH:26][C:25]=3[C:30]([F:33])([F:32])[F:31])=[O:23])[CH2:18][CH2:17]2)=[N:14][CH:15]=1. The catalyst is ClCCl. The product is [CH2:1]([NH:6][C:7]([NH:9][C:10]1[CH:15]=[N:14][C:13]([N:16]2[CH2:17][CH2:18][N:19]([C:22](=[O:23])[C:24]3[CH:29]=[CH:28][CH:27]=[CH:26][C:25]=3[C:30]([F:33])([F:32])[F:31])[CH2:20][CH2:21]2)=[CH:12][CH:11]=1)=[O:8])[CH2:2][CH2:3][CH2:4][CH3:5]. The yield is 0.350. (5) The reactants are [C:1]1([S:7](Cl)(=[O:9])=[O:8])[CH:6]=[CH:5][CH:4]=[CH:3][CH:2]=1.[NH:11]1[C:19]2[C:14](=[CH:15][CH:16]=[CH:17][CH:18]=2)[CH2:13][CH2:12]1.CCN(CC)CC. The catalyst is CN(C1C=CN=CC=1)C.C(Cl)Cl. The product is [C:1]1([S:7]([N:11]2[C:19]3[C:14](=[CH:15][CH:16]=[CH:17][CH:18]=3)[CH2:13][CH2:12]2)(=[O:9])=[O:8])[CH:6]=[CH:5][CH:4]=[CH:3][CH:2]=1. The yield is 0.960. (6) The reactants are [Br:1][C:2]1[CH:3]=[CH:4][C:5]([OH:11])=[C:6]([C:8](=[O:10])[CH3:9])[CH:7]=1.[CH3:12][C:13]1([CH3:21])[CH2:18][CH:17]([CH:19]=O)[CH2:16][CH2:15][O:14]1.N1CCCC1. The catalyst is CO. The product is [Br:1][C:2]1[CH:7]=[C:6]2[C:5](=[CH:4][CH:3]=1)[O:11][CH:19]([CH:17]1[CH2:16][CH2:15][O:14][C:13]([CH3:21])([CH3:12])[CH2:18]1)[CH2:9][C:8]2=[O:10]. The yield is 0.760.